This data is from Reaction yield outcomes from USPTO patents with 853,638 reactions. The task is: Predict the reaction yield, written as a fraction of the theoretical maximum amount of product (1.0 means a 100% yield; for example, 0.34 means a 34% yield). (1) The reactants are [CH2:1]([N:8]([CH2:28][C:29]1[CH:34]=[CH:33][CH:32]=[CH:31][CH:30]=1)[C@H:9]1[CH2:18][C:17]2[C:12](=[CH:13][CH:14]=[CH:15][C:16]=2B2OC(C)(C)C(C)(C)O2)[O:11][CH2:10]1)[C:2]1[CH:7]=[CH:6][CH:5]=[CH:4][CH:3]=1.Br[C:36]1[CH:37]=[N:38][C:39]([O:47][CH3:48])=[C:40]([CH:46]=1)[C:41]([N:43]([CH3:45])[CH3:44])=[O:42]. No catalyst specified. The product is [CH2:28]([N:8]([CH2:1][C:2]1[CH:7]=[CH:6][CH:5]=[CH:4][CH:3]=1)[C@H:9]1[CH2:18][C:17]2[C:12](=[CH:13][CH:14]=[CH:15][C:16]=2[C:36]2[CH:37]=[N:38][C:39]([O:47][CH3:48])=[C:40]([CH:46]=2)[C:41]([N:43]([CH3:45])[CH3:44])=[O:42])[O:11][CH2:10]1)[C:29]1[CH:30]=[CH:31][CH:32]=[CH:33][CH:34]=1. The yield is 0.380. (2) The reactants are [H-].[Na+].[CH2:3]([O:10][C:11]([C:13]1[C:21]2[C:16](=[CH:17][CH:18]=[C:19]([O:22][CH2:23][CH2:24][Cl:25])[CH:20]=2)[NH:15][C:14]=1[CH3:26])=[O:12])[C:4]1[CH:9]=[CH:8][CH:7]=[CH:6][CH:5]=1.[CH3:27]I.O. The catalyst is CN(C=O)C. The product is [CH2:3]([O:10][C:11]([C:13]1[C:21]2[C:16](=[CH:17][CH:18]=[C:19]([O:22][CH2:23][CH2:24][Cl:25])[CH:20]=2)[N:15]([CH3:27])[C:14]=1[CH3:26])=[O:12])[C:4]1[CH:9]=[CH:8][CH:7]=[CH:6][CH:5]=1. The yield is 0.690. (3) The reactants are [N:1]1[CH:6]=[CH:5][CH:4]=[CH:3][C:2]=1[CH:7]([C:10]#[N:11])[C:8]#[N:9].O.[NH2:13][NH2:14]. The catalyst is CCO. The product is [N:1]1[CH:6]=[CH:5][CH:4]=[CH:3][C:2]=1[C:7]1[C:10]([NH2:11])=[N:13][NH:14][C:8]=1[NH2:9]. The yield is 0.520.